From a dataset of NCI-60 drug combinations with 297,098 pairs across 59 cell lines. Regression. Given two drug SMILES strings and cell line genomic features, predict the synergy score measuring deviation from expected non-interaction effect. (1) Drug 1: C1=NC2=C(N1)C(=S)N=C(N2)N. Drug 2: C1=CN(C=N1)CC(O)(P(=O)(O)O)P(=O)(O)O. Cell line: OVCAR-4. Synergy scores: CSS=30.2, Synergy_ZIP=1.93, Synergy_Bliss=2.60, Synergy_Loewe=-9.27, Synergy_HSA=3.84. (2) Drug 1: CN1C(=O)N2C=NC(=C2N=N1)C(=O)N. Drug 2: C#CCC(CC1=CN=C2C(=N1)C(=NC(=N2)N)N)C3=CC=C(C=C3)C(=O)NC(CCC(=O)O)C(=O)O. Cell line: SW-620. Synergy scores: CSS=51.6, Synergy_ZIP=-1.05, Synergy_Bliss=-2.03, Synergy_Loewe=-12.1, Synergy_HSA=-1.53. (3) Drug 1: CC1=C(C=C(C=C1)C(=O)NC2=CC(=CC(=C2)C(F)(F)F)N3C=C(N=C3)C)NC4=NC=CC(=N4)C5=CN=CC=C5. Drug 2: CC(C)NC(=O)C1=CC=C(C=C1)CNNC.Cl. Cell line: NCI/ADR-RES. Synergy scores: CSS=-4.46, Synergy_ZIP=2.35, Synergy_Bliss=-0.987, Synergy_Loewe=-4.98, Synergy_HSA=-4.60. (4) Drug 1: CC(CN1CC(=O)NC(=O)C1)N2CC(=O)NC(=O)C2. Drug 2: CC1=C(C(=O)C2=C(C1=O)N3CC4C(C3(C2COC(=O)N)OC)N4)N. Cell line: HOP-62. Synergy scores: CSS=24.7, Synergy_ZIP=-7.32, Synergy_Bliss=-11.0, Synergy_Loewe=-34.1, Synergy_HSA=-9.05. (5) Drug 1: CC1=CC2C(CCC3(C2CCC3(C(=O)C)OC(=O)C)C)C4(C1=CC(=O)CC4)C. Drug 2: C(CC(=O)O)C(=O)CN.Cl. Cell line: NCI/ADR-RES. Synergy scores: CSS=-1.12, Synergy_ZIP=-0.418, Synergy_Bliss=-3.11, Synergy_Loewe=-3.75, Synergy_HSA=-3.79. (6) Drug 1: CN1CCC(CC1)COC2=C(C=C3C(=C2)N=CN=C3NC4=C(C=C(C=C4)Br)F)OC. Drug 2: C#CCC(CC1=CN=C2C(=N1)C(=NC(=N2)N)N)C3=CC=C(C=C3)C(=O)NC(CCC(=O)O)C(=O)O. Cell line: SW-620. Synergy scores: CSS=2.74, Synergy_ZIP=-2.44, Synergy_Bliss=-5.64, Synergy_Loewe=-57.5, Synergy_HSA=-5.60. (7) Drug 1: C(CC(=O)O)C(=O)CN.Cl. Drug 2: B(C(CC(C)C)NC(=O)C(CC1=CC=CC=C1)NC(=O)C2=NC=CN=C2)(O)O. Cell line: SK-OV-3. Synergy scores: CSS=29.5, Synergy_ZIP=-4.23, Synergy_Bliss=-0.980, Synergy_Loewe=-19.3, Synergy_HSA=-0.0633.